This data is from Full USPTO retrosynthesis dataset with 1.9M reactions from patents (1976-2016). The task is: Predict the reactants needed to synthesize the given product. (1) Given the product [C:1]([C:3]1[CH:8]=[CH:7][C:6]([C:9]([NH:10][S:11]([CH2:13][CH:14]([CH3:16])[CH3:15])=[O:12])([C:17]2[N:18]([CH3:22])[CH:19]=[N:20][CH:21]=2)[CH3:24])=[CH:5][C:4]=1[F:23])#[N:2], predict the reactants needed to synthesize it. The reactants are: [C:1]([C:3]1[CH:8]=[CH:7][C:6]([C:9]([C:17]2[N:18]([CH3:22])[CH:19]=[N:20][CH:21]=2)=[N:10][S:11]([CH2:13][CH:14]([CH3:16])[CH3:15])=[O:12])=[CH:5][C:4]=1[F:23])#[N:2].[CH3:24][Mg+].[Br-]. (2) Given the product [CH2:1]([O:3][C:4](=[O:18])[C@H:5]([O:15][CH2:16][CH3:17])[C:6]1[CH:11]=[CH:10][C:9]([O:12][CH3:13])=[CH:8][C:7]=1[F:14])[CH3:2], predict the reactants needed to synthesize it. The reactants are: [CH2:1]([O:3][C:4](=[O:18])[CH:5]([O:15][CH2:16][CH3:17])[C:6]1[CH:11]=[CH:10][C:9]([O:12][CH3:13])=[CH:8][C:7]=1[F:14])[CH3:2].[OH-].[Na+]. (3) Given the product [C:2]1([C:1]2[O:8][C@H:15]([C:16]([O:18][CH3:19])=[O:17])[C@@H:10]([C:11]([O:13][CH3:14])=[O:12])[N:9]=2)[CH:3]=[CH:4][CH:5]=[CH:6][CH:7]=1, predict the reactants needed to synthesize it. The reactants are: [C:1]([NH:9][C@@H:10]([CH2:15][C:16]([O:18][CH3:19])=[O:17])[C:11]([O:13][CH3:14])=[O:12])(=[O:8])[C:2]1[CH:7]=[CH:6][CH:5]=[CH:4][CH:3]=1.C[Si]([N-][Si](C)(C)C)(C)C.[Li+].II.[NH4+].[Cl-].[O-]S([O-])(=S)=O.[Na+].[Na+].